Task: Predict which catalyst facilitates the given reaction.. Dataset: Catalyst prediction with 721,799 reactions and 888 catalyst types from USPTO (1) Reactant: [CH:1]1([CH2:7][C@@H:8]([N:12]2[CH2:20][C:19]3[C:14](=[CH:15][CH:16]=[CH:17][CH:18]=3)[C:13]2=[O:21])[C:9]([OH:11])=O)[CH2:6][CH2:5][CH2:4][CH2:3][CH2:2]1.F[P-](F)(F)(F)(F)F.N1(OC(N(C)C)=[N+](C)C)C2C=CC=CC=2N=N1.[NH2:46][C:47]1[S:48][CH:49]=[CH:50][N:51]=1.C(N(CC)C(C)C)(C)C. Product: [CH:1]1([CH2:7][C@@H:8]([N:12]2[CH2:20][C:19]3[C:14](=[CH:15][CH:16]=[CH:17][CH:18]=3)[C:13]2=[O:21])[C:9]([NH:46][C:47]2[S:48][CH:49]=[CH:50][N:51]=2)=[O:11])[CH2:6][CH2:5][CH2:4][CH2:3][CH2:2]1. The catalyst class is: 2. (2) The catalyst class is: 37. Reactant: [Cl:1][C:2]1[CH:20]=[C:19]([N+:21]([O-])=O)[CH:18]=[C:17]([Cl:24])[C:3]=1[O:4][C:5]1[CH:6]=[C:7]2[C:11](=[CH:12][CH:13]=1)[NH:10][CH:9]=[C:8]2[CH:14]([CH3:16])[CH3:15].O.O.[Sn](Cl)Cl. Product: [Cl:24][C:17]1[CH:18]=[C:19]([CH:20]=[C:2]([Cl:1])[C:3]=1[O:4][C:5]1[CH:6]=[C:7]2[C:11](=[CH:12][CH:13]=1)[NH:10][CH:9]=[C:8]2[CH:14]([CH3:15])[CH3:16])[NH2:21]. (3) Reactant: [F:1][C:2]1[CH:3]=[C:4]([CH:14]=[CH:15][C:16]=1[F:17])[C:5]([NH:7][C:8]1C=C(C)O[N:9]=1)=[O:6].[CH3:18][C:19](C)([O-:21])[CH3:20].[K+]. Product: [F:1][C:2]1[CH:3]=[C:4]([CH:14]=[CH:15][C:16]=1[F:17])[C:5]([NH:7][C:8]1[O:21][C:19]([CH3:20])=[CH:18][N:9]=1)=[O:6]. The catalyst class is: 3. (4) Reactant: [C:1](Cl)(=[O:4])[CH:2]=[CH2:3].[CH3:6][N:7]([CH3:38])[C@@H:8]1[CH2:12][CH2:11][N:10]([C:13]2[CH:18]=[C:17]([O:19][CH3:20])[C:16]([NH:21][C:22]3[N:27]=[C:26]([C:28]4[CH:29]=[N:30][N:31]5[CH2:36][CH2:35][CH2:34][CH2:33][C:32]=45)[CH:25]=[CH:24][N:23]=3)=[CH:15][C:14]=2[NH2:37])[CH2:9]1.CC#N. Product: [CH3:38][N:7]([CH3:6])[C@@H:8]1[CH2:12][CH2:11][N:10]([C:13]2[CH:18]=[C:17]([O:19][CH3:20])[C:16]([NH:21][C:22]3[N:27]=[C:26]([C:28]4[CH:29]=[N:30][N:31]5[CH2:36][CH2:35][CH2:34][CH2:33][C:32]=45)[CH:25]=[CH:24][N:23]=3)=[CH:15][C:14]=2[NH:37][C:1](=[O:4])[CH:2]=[CH2:3])[CH2:9]1. The catalyst class is: 2. (5) Reactant: [F:1][C:2]1[CH:3]=[CH:4][C:5]([CH:8]=O)=[N:6][CH:7]=1.[Li+].C[Si]([N-:15][Si](C)(C)C)(C)C.CCCCC.[C:25]([Li])([CH3:28])([CH3:27])[CH3:26]. Product: [F:1][C:2]1[CH:3]=[CH:4][C:5]([CH:8]([NH2:15])[C:25]([CH3:28])([CH3:27])[CH3:26])=[N:6][CH:7]=1. The catalyst class is: 1. (6) Reactant: [NH2:1][C:2]1[N:6]([C:7]2[CH:12]=[CH:11][C:10]([F:13])=[CH:9][CH:8]=2)[N:5]=[CH:4][C:3]=1[C:14](=[O:24])[C:15]1[CH:20]=[CH:19][CH:18]=[C:17]([CH2:21][CH2:22][OH:23])[CH:16]=1.[CH3:25][S:26](Cl)(=[O:28])=[O:27].Cl. Product: [NH2:1][C:2]1[N:6]([C:7]2[CH:12]=[CH:11][C:10]([F:13])=[CH:9][CH:8]=2)[N:5]=[CH:4][C:3]=1[C:14](=[O:24])[C:15]1[CH:20]=[CH:19][CH:18]=[C:17]([CH2:21][CH2:22][O:23][S:26]([CH3:25])(=[O:28])=[O:27])[CH:16]=1. The catalyst class is: 17.